This data is from Reaction yield outcomes from USPTO patents with 853,638 reactions. The task is: Predict the reaction yield, written as a fraction of the theoretical maximum amount of product (1.0 means a 100% yield; for example, 0.34 means a 34% yield). (1) The reactants are C([O:3][C:4]([C:6]1[CH:7]=[C:8]2[C:13](=[CH:14][CH:15]=1)[NH:12][CH:11]([C:16]1[CH:21]=[CH:20][CH:19]=[C:18]([Br:22])[CH:17]=1)[C:10]([CH3:24])([CH3:23])[CH2:9]2)=[O:5])C.[OH-].[Na+].Cl. The catalyst is CO.O1CCCC1.O. The product is [Br:22][C:18]1[CH:17]=[C:16]([CH:11]2[C:10]([CH3:23])([CH3:24])[CH2:9][C:8]3[C:13](=[CH:14][CH:15]=[C:6]([C:4]([OH:5])=[O:3])[CH:7]=3)[NH:12]2)[CH:21]=[CH:20][CH:19]=1. The yield is 0.900. (2) The reactants are [H-].[Na+].[CH3:3][C:4]1[CH:5]=[C:6]([OH:19])[CH:7]=[CH:8][C:9]=1[CH2:10][CH2:11][CH2:12][CH2:13][N:14]1[CH:18]=[CH:17][N:16]=[N:15]1.Cl[CH2:21][C:22]1[C:23]([CH3:35])=[N:24][C:25]([C:28]2[CH:33]=[CH:32][C:31]([F:34])=[CH:30][CH:29]=2)=[CH:26][CH:27]=1.O. The catalyst is CN(C)C=O. The product is [F:34][C:31]1[CH:32]=[CH:33][C:28]([C:25]2[N:24]=[C:23]([CH3:35])[C:22]([CH2:21][O:19][C:6]3[CH:7]=[CH:8][C:9]([CH2:10][CH2:11][CH2:12][CH2:13][N:14]4[CH:18]=[CH:17][N:16]=[N:15]4)=[C:4]([CH3:3])[CH:5]=3)=[CH:27][CH:26]=2)=[CH:29][CH:30]=1. The yield is 0.890. (3) The reactants are C([O:8][C:9](=[O:36])[CH2:10][C@@H:11]([C:24]1[CH:28]=[CH:27][N:26]([C:29]2[CH:34]=[CH:33][C:32]([F:35])=[CH:31][CH:30]=2)[CH:25]=1)[C:12]([NH:14][C@H:15]([C:20](=[O:23])[NH:21][CH3:22])[C:16]([CH3:19])([CH3:18])[CH3:17])=[O:13])C1C=CC=CC=1.CC(OC)(C)C. The catalyst is CCO. The product is [CH3:17][C:16]([CH3:19])([CH3:18])[C@H:15]([NH:14][C:12](=[O:13])[C@H:11]([C:24]1[CH:28]=[CH:27][N:26]([C:29]2[CH:34]=[CH:33][C:32]([F:35])=[CH:31][CH:30]=2)[CH:25]=1)[CH2:10][C:9]([OH:36])=[O:8])[C:20](=[O:23])[NH:21][CH3:22]. The yield is 1.00. (4) The reactants are [F:1][C:2]1[CH:3]=[C:4]([C:33](=[O:35])[CH3:34])[CH:5]=[CH:6][C:7]=1[N:8]1[CH2:13][CH2:12][N:11]([C:14]([C:16]2[CH:21]=[C:20]([S:22]([CH3:25])(=[O:24])=[O:23])[CH:19]=[CH:18][C:17]=2[C:26]2[CH:31]=[CH:30][C:29]([F:32])=[CH:28][CH:27]=2)=[O:15])[CH2:10][CH2:9]1.[BH4-].[Na+]. The catalyst is CO. The product is [F:1][C:2]1[CH:3]=[C:4]([CH:33]([OH:35])[CH3:34])[CH:5]=[CH:6][C:7]=1[N:8]1[CH2:13][CH2:12][N:11]([C:14]([C:16]2[CH:21]=[C:20]([S:22]([CH3:25])(=[O:24])=[O:23])[CH:19]=[CH:18][C:17]=2[C:26]2[CH:31]=[CH:30][C:29]([F:32])=[CH:28][CH:27]=2)=[O:15])[CH2:10][CH2:9]1. The yield is 0.980. (5) The reactants are [CH:1]1([O:4][C:5]2[CH:14]=[CH:13][C:8]([C:9]([O:11]C)=[O:10])=[CH:7][C:6]=2[S:15]([N:18]2[CH2:24][CH:23]([OH:25])[CH2:22][O:21][CH2:20][CH2:19]2)(=[O:17])=[O:16])[CH2:3][CH2:2]1.Cl. The catalyst is C1COCC1.O. The product is [CH:1]1([O:4][C:5]2[CH:14]=[CH:13][C:8]([C:9]([OH:11])=[O:10])=[CH:7][C:6]=2[S:15]([N:18]2[CH2:24][CH:23]([OH:25])[CH2:22][O:21][CH2:20][CH2:19]2)(=[O:16])=[O:17])[CH2:3][CH2:2]1. The yield is 0.855. (6) The reactants are [Br:1][CH2:2][CH2:3][CH2:4][CH2:5][CH2:6][CH2:7][C:8]([O:10]CC)=[O:9].[Li+].[OH-].Cl. The catalyst is CCO.O. The product is [Br:1][CH2:2][CH2:3][CH2:4][CH2:5][CH2:6][CH2:7][C:8]([OH:10])=[O:9]. The yield is 0.960. (7) The product is [CH3:47][O:48][C:49]([C:51]1[C:59]2[NH:58][C:57]([NH:60][C:11]([C:3]3[N:2]=[CH:1][C:10]4[C:5]([CH:4]=3)=[CH:6][CH:7]=[CH:8][CH:9]=4)=[O:13])=[N:56][C:55]=2[C:54]([O:61][CH3:62])=[CH:53][CH:52]=1)=[O:50]. The yield is 0.370. The catalyst is CN(C=O)C.[Cl-].[Na+].O. The reactants are [CH:1]1[C:10]2[C:5](=[CH:6][CH:7]=[CH:8][CH:9]=2)[CH:4]=[C:3]([C:11]([OH:13])=O)[N:2]=1.CN(C(ON1N=NC2C=CC=CC1=2)=[N+](C)C)C.F[P-](F)(F)(F)(F)F.CCN(C(C)C)C(C)C.[CH3:47][O:48][C:49]([C:51]1[C:59]2[N:58]=[C:57]([NH2:60])[NH:56][C:55]=2[C:54]([O:61][CH3:62])=[CH:53][CH:52]=1)=[O:50]. (8) The reactants are C([O:3][C:4](=[O:32])[C:5]1[CH:10]=[CH:9][C:8]([NH:11][C:12]([NH:14][C:15]2[CH:16]=[C:17]3[C:22](=[C:23]([C:25]#[CH:26])[CH:24]=2)[O:21][C:20]([CH3:28])([CH3:27])[CH2:19][C:18]3([CH3:30])[CH3:29])=[O:13])=[CH:7][C:6]=1[F:31])C.[OH-].[Li+]. The catalyst is CO.O1CCCC1.O. The product is [C:25]([C:23]1[CH:24]=[C:15]([NH:14][C:12](=[O:13])[NH:11][C:8]2[CH:9]=[CH:10][C:5]([C:4]([OH:32])=[O:3])=[C:6]([F:31])[CH:7]=2)[CH:16]=[C:17]2[C:22]=1[O:21][C:20]([CH3:27])([CH3:28])[CH2:19][C:18]2([CH3:30])[CH3:29])#[CH:26]. The yield is 0.460.